From a dataset of Reaction yield outcomes from USPTO patents with 853,638 reactions. Predict the reaction yield, written as a fraction of the theoretical maximum amount of product (1.0 means a 100% yield; for example, 0.34 means a 34% yield). (1) The catalyst is CN(C=O)C. The product is [C:2]([C:3]1[NH:15][C:6]2[C:5]([CH:4]=1)=[CH:10][C:9]([N+:11]([O-:13])=[O:12])=[C:8]([F:14])[CH:7]=2)([CH3:22])([CH3:21])[CH3:1]. The yield is 0.650. The reactants are [CH3:1][C:2]([CH3:22])([CH3:21])[C:3]#[C:4][C:5]1[CH:10]=[C:9]([N+:11]([O-:13])=[O:12])[C:8]([F:14])=[CH:7][C:6]=1[NH:15]C(=O)CCC.CCCC[N+](CCCC)(CCCC)CCCC.[F-].O. (2) The reactants are Cl.[S:2]([N:12]1[C:16]2=[N:17][CH:18]=[C:19]([C:21]([O:23]C)=[O:22])[N:20]=[C:15]2[CH:14]=[CH:13]1)([C:5]1[CH:11]=[CH:10][C:8]([CH3:9])=[CH:7][CH:6]=1)(=[O:4])=[O:3]. The catalyst is O1CCOCC1. The product is [S:2]([N:12]1[C:16]2=[N:17][CH:18]=[C:19]([C:21]([OH:23])=[O:22])[N:20]=[C:15]2[CH:14]=[CH:13]1)([C:5]1[CH:6]=[CH:7][C:8]([CH3:9])=[CH:10][CH:11]=1)(=[O:4])=[O:3]. The yield is 0.850. (3) The reactants are [Cl:1][C:2]1[CH:7]=[CH:6][C:5]([CH2:8][C:9]([OH:11])=[O:10])=[CH:4][CH:3]=1.[CH3:12]O. The catalyst is OS(O)(=O)=O. The product is [Cl:1][C:2]1[CH:3]=[CH:4][C:5]([CH2:8][C:9]([O:11][CH3:12])=[O:10])=[CH:6][CH:7]=1. The yield is 0.920.